The task is: Binary Classification. Given a drug SMILES string, predict its activity (active/inactive) in a high-throughput screening assay against a specified biological target.. This data is from HIV replication inhibition screening data with 41,000+ compounds from the AIDS Antiviral Screen. (1) The drug is C=CCCCCOC1C=CC(O)C(CO)O1. The result is 0 (inactive). (2) The compound is O=C1C(=Cc2ccc3c(c2)OCO3)Sc2scc(-c3ccc(O)c(O)c3)[n+]21.[ClH2+]. The result is 0 (inactive). (3) The compound is COc1ccccc1C=NNc1nnc2c3ccccc3c3ncccc3c2n1. The result is 0 (inactive). (4) The molecule is Cn1c(=O)cc(CC#N)c2ccccc21. The result is 0 (inactive). (5) The compound is CCC12CCCC13C=CC(O3)C(C)(C)C2=O. The result is 0 (inactive). (6) The compound is COC(=O)N1C=NC2C3(C)C(C)=C(C)C3(C)C21C. The result is 0 (inactive). (7) The molecule is Nc1ncnc2c1ncn2CC(=O)NCCCO. The result is 0 (inactive).